From a dataset of Antibody paratope prediction from SAbDab with 1,023 antibody chains. Token-level Classification. Given an antibody amino acid sequence, predict which amino acid positions are active in antigen binding. Output is a list of indices for active paratope positions. (1) Given the antibody sequence: DVVMTQTPLTLSVTIGQPASISCKSSQSLLHSNGKTYLNWLLQRPGQSPKRLIYLVSKLDSGVPDRFTGSGSGTDFTLKISSVEAEDLGVYYCWQGTHFPITFGSGTKLEIK, which amino acid positions are active in antigen binding (paratope)? The paratope positions are: [30, 31, 32, 33, 34]. (2) Given the antibody sequence: QVQLVQSGAEVKKPGASVKVSCKASGYTFTSYDISWVRQAPGQGLEWMGVIWTDGGTNYAQKLQGRVTMTTDTSTSTAYMELRSLRSDDTAVYYCARDQRLYFDVWGQGTTVTVSS, which amino acid positions are active in antigen binding (paratope)? The paratope positions are: [52, 82, 83, 84]. (3) Given the antibody sequence: QVQLQESGPGLVKPSETLSLTCSVSGASISSYYWIWIRQPAGKGLEWIGRFYTSGSPNYNPSLRSRVTMSVDTSKNQFSLKLTSVTAADTAVYYCAREEHITFGGVIVRYWGQGTLVTVS, which amino acid positions are active in antigen binding (paratope)? The paratope positions are: [82, 83, 84, 103, 104, 105, 106, 107]. (4) Given the antibody sequence: EVRLHQSAAQLVQPGASVRLSCTTSGFNFKDSYLHWVKQRPAQGLEWIGRIDTGNGNVKFDPKFQDKATITTDIPSMTAYLHLSNLTSEDTAVYYCVPYGYGFHSWGDGTTLTVSS, which amino acid positions are active in antigen binding (paratope)? The paratope positions are: [52, 83, 84, 85]. (5) The paratope positions are: [27, 28]. Given the antibody sequence: VLTQPPSVSGAPGQRVTISCSGSSSNIGSNYVSWYQQKPGTAPKLLIYDNNQRPSGVPDRFSGSKSGTSAVLAITGLQSEDEADYYCQSRDISQYVFGGGTKLTVL, which amino acid positions are active in antigen binding (paratope)? (6) Given the antibody sequence: DIQMTQTPLSLSVTPGQPASISCKSSQSLLYSNGKTYLNWLLQKPGQSPKRLIYLVSKLDSGVPDRFSGSGSGTDFTLKISRVEAEDVGVYYCVQGTHFPQTFGGGTKVEIK, which amino acid positions are active in antigen binding (paratope)? The paratope positions are: [30, 31, 32, 33, 34].